Dataset: Catalyst prediction with 721,799 reactions and 888 catalyst types from USPTO. Task: Predict which catalyst facilitates the given reaction. (1) Reactant: [CH3:1][O:2][C:3]([NH:5][C@H:6]([C:60]1[CH:65]=[CH:64][CH:63]=[CH:62][CH:61]=1)[C:7]([N:9]1[CH2:13][C@@H:12]([CH2:14][O:15][CH3:16])[CH2:11][C@H:10]1[C:17]1[NH:18][C:19]([C:22]2[CH:27]=[C:26]3[CH2:28][O:29][C:30]4[CH:59]=[C:58]5[C:33]([CH:34]=[CH:35][C:36]6[N:40]=[C:39]([C@@H:41]7[CH2:45][CH2:44][C@H:43]([CH3:46])[N:42]7[C:47](=[O:57])[C@@H:48]([NH:52][C:53](=[O:56])[O:54][CH3:55])[CH:49]([CH3:51])[CH3:50])[NH:38][C:37]=65)=[CH:32][C:31]=4[C:25]3=[CH:24][CH:23]=2)=[CH:20][N:21]=1)=[O:8])=[O:4].[Cr](Cl)([O-])(=O)=[O:67].[NH+]1C=CC=CC=1. Product: [CH3:55][O:54][C:53]([NH:52][C@@H:48]([CH:49]([CH3:51])[CH3:50])[C:47]([N:42]1[C@@H:43]([CH3:46])[CH2:44][CH2:45][C@H:41]1[C:39]1[NH:38][C:37]2[C:58]3[C:33]([CH:34]=[CH:35][C:36]=2[N:40]=1)=[CH:32][C:31]1[C:25]2[C:26]([C:28](=[O:67])[O:29][C:30]=1[CH:59]=3)=[CH:27][C:22]([C:19]1[NH:18][C:17]([C@@H:10]3[CH2:11][C@H:12]([CH2:14][O:15][CH3:16])[CH2:13][N:9]3[C:7](=[O:8])[C@H:6]([NH:5][C:3](=[O:4])[O:2][CH3:1])[C:60]3[CH:61]=[CH:62][CH:63]=[CH:64][CH:65]=3)=[N:21][CH:20]=1)=[CH:23][CH:24]=2)=[O:57])=[O:56]. The catalyst class is: 61. (2) Reactant: [CH3:1][NH:2][C:3]([C:5]1[CH:10]=[C:9]([O:11][C:12]2[CH:17]=[CH:16][C:15]([NH:18][C:19]([NH:21][C:22]3[CH:27]=[CH:26][C:25]([Cl:28])=[C:24]([C:29]([F:32])([F:31])[F:30])[CH:23]=3)=[O:20])=[C:14]([F:33])[CH:13]=2)[CH:8]=[CH:7][N:6]=1)=[O:4].[CH3:34][S:35]([OH:38])(=[O:37])=[O:36]. Product: [S:35]([OH:38])(=[O:37])(=[O:36])[CH3:34].[CH3:1][NH:2][C:3]([C:5]1[CH:10]=[C:9]([O:11][C:12]2[CH:17]=[CH:16][C:15]([NH:18][C:19]([NH:21][C:22]3[CH:27]=[CH:26][C:25]([Cl:28])=[C:24]([C:29]([F:32])([F:31])[F:30])[CH:23]=3)=[O:20])=[C:14]([F:33])[CH:13]=2)[CH:8]=[CH:7][N:6]=1)=[O:4]. The catalyst class is: 8. (3) Reactant: [CH3:1][O:2][CH2:3][C@H:4]([CH3:33])[O:5][C:6]1[CH:7]=[C:8]([CH:20]=[C:21]([C:23]2[NH:24][C:25]([C:28]3[S:29][CH:30]=[CH:31][N:32]=3)=[CH:26][CH:27]=2)[CH:22]=1)[O:9][C:10]1[CH:18]=[CH:17][C:13]([C:14]([OH:16])=O)=[CH:12][C:11]=1[CH3:19].Cl.[NH:35]1[CH2:38][CH2:37][CH2:36]1.CN(C(ON1N=NC2C=CC=NC1=2)=[N+](C)C)C.F[P-](F)(F)(F)(F)F.C(N(CC)C(C)C)(C)C. Product: [N:35]1([C:14]([C:13]2[CH:17]=[CH:18][C:10]([O:9][C:8]3[CH:20]=[C:21]([C:23]4[NH:24][C:25]([C:28]5[S:29][CH:30]=[CH:31][N:32]=5)=[CH:26][CH:27]=4)[CH:22]=[C:6]([O:5][C@@H:4]([CH3:33])[CH2:3][O:2][CH3:1])[CH:7]=3)=[C:11]([CH3:19])[CH:12]=2)=[O:16])[CH2:38][CH2:37][CH2:36]1. The catalyst class is: 4.